This data is from Reaction yield outcomes from USPTO patents with 853,638 reactions. The task is: Predict the reaction yield, written as a fraction of the theoretical maximum amount of product (1.0 means a 100% yield; for example, 0.34 means a 34% yield). (1) The reactants are [Cl:1][C:2]1[CH:3]=[C:4]([CH:11]=[CH:12][C:13]=1[Cl:14])[CH:5]=[CH:6][C:7]([O:9][CH3:10])=[O:8].CO[CH2:17][N:18]([CH2:24][C:25]1[CH:30]=[CH:29][CH:28]=[CH:27][CH:26]=1)[CH2:19][Si](C)(C)C.FC(F)(F)C(O)=O.C(OCC)(=O)C. The product is [CH2:24]([N:18]1[CH2:19][C@H:5]([C:4]2[CH:11]=[CH:12][C:13]([Cl:14])=[C:2]([Cl:1])[CH:3]=2)[C@@H:6]([C:7]([O:9][CH3:10])=[O:8])[CH2:17]1)[C:25]1[CH:30]=[CH:29][CH:28]=[CH:27][CH:26]=1. The catalyst is C1(C)C=CC=CC=1. The yield is 1.00. (2) The reactants are [Cl:1][C:2]1[N:7]=[C:6](Cl)[C:5]([O:9][CH3:10])=[CH:4][N:3]=1.[C:11]([O-])([O-])=[O:12].[K+].[K+]. The yield is 0.920. The product is [Cl:1][C:2]1[N:7]=[C:6]([O:12][CH3:11])[C:5]([O:9][CH3:10])=[CH:4][N:3]=1. The catalyst is CO. (3) The reactants are [CH2:1]([N:8]1[CH2:14][CH:13]2[C:15](=O)[CH:10]([CH2:11][O:12]2)[CH2:9]1)[C:2]1[CH:7]=[CH:6][CH:5]=[CH:4][CH:3]=1.Cl.[NH2:18][OH:19].N1C=CC=CC=1. The catalyst is C(O)C. The product is [CH2:1]([N:8]1[CH2:14][CH:13]2[C:15](=[N:18][OH:19])[CH:10]([CH2:11][O:12]2)[CH2:9]1)[C:2]1[CH:7]=[CH:6][CH:5]=[CH:4][CH:3]=1. The yield is 0.430. (4) The reactants are Cl[C:2]1[N:7]=[C:6]([NH:8][C@H:9]2[CH2:13][CH2:12][CH2:11][C@H:10]2[C:14]([NH2:16])=[O:15])[C:5]([Cl:17])=[CH:4][N:3]=1.[CH2:18]([N:20]1[CH2:26][CH2:25][C:24]2[CH:27]=[C:28]([NH2:31])[CH:29]=[CH:30][C:23]=2[CH2:22][CH2:21]1)[CH3:19].COCCO.Cl.O1CCOCC1. No catalyst specified. The product is [Cl:17][C:5]1[C:6]([NH:8][C@H:9]2[CH2:13][CH2:12][CH2:11][C@H:10]2[C:14]([NH2:16])=[O:15])=[N:7][C:2]([NH:31][C:28]2[CH:29]=[CH:30][C:23]3[CH2:22][CH2:21][N:20]([CH2:18][CH3:19])[CH2:26][CH2:25][C:24]=3[CH:27]=2)=[N:3][CH:4]=1. The yield is 0.200. (5) The reactants are Cl[C:2]1[N:3]=[C:4]([N:21]2[CH2:26][CH2:25][O:24][CH2:23][CH2:22]2)[C:5]2[S:10][C:9]([CH2:11][N:12]3[CH2:17][CH2:16][CH:15]([N:18]([CH3:20])[CH3:19])[CH2:14][CH2:13]3)=[CH:8][C:6]=2[N:7]=1.[Cl:27][C:28]1[CH:37]=[C:36]2[C:31]([C:32](B3OC(C)(C)C(C)(C)O3)=[CH:33][CH:34]=[N:35]2)=[CH:30][CH:29]=1.C(=O)([O-])[O-].[Na+].[Na+]. The catalyst is C(#N)C. The product is [Cl:27][C:28]1[CH:37]=[C:36]2[C:31]([C:32]([C:2]3[N:3]=[C:4]([N:21]4[CH2:22][CH2:23][O:24][CH2:25][CH2:26]4)[C:5]4[S:10][C:9]([CH2:11][N:12]5[CH2:13][CH2:14][CH:15]([N:18]([CH3:19])[CH3:20])[CH2:16][CH2:17]5)=[CH:8][C:6]=4[N:7]=3)=[CH:33][CH:34]=[N:35]2)=[CH:30][CH:29]=1. The yield is 0.430.